This data is from Reaction yield outcomes from USPTO patents with 853,638 reactions. The task is: Predict the reaction yield, written as a fraction of the theoretical maximum amount of product (1.0 means a 100% yield; for example, 0.34 means a 34% yield). (1) The reactants are [CH2:1]([N:8]1[CH:12]=[CH:11][N:10]=[C:9]1[CH:13]1[CH:22]([C:23]2[CH:28]=[CH:27][C:26]([F:29])=[CH:25][CH:24]=2)[C:21](=O)[C:20]2[C:19]([C:31]([O:33]CC)=O)=[CH:18][CH:17]=[CH:16][C:15]=2[NH:14]1)[C:2]1[CH:7]=[CH:6][CH:5]=[CH:4][CH:3]=1.O.[NH2:37][NH2:38]. The catalyst is CO. The product is [CH2:1]([N:8]1[CH:12]=[CH:11][N:10]=[C:9]1[CH:13]1[NH:14][C:15]2[C:20]3[C:21](=[N:37][NH:38][C:31](=[O:33])[C:19]=3[CH:18]=[CH:17][CH:16]=2)[CH:22]1[C:23]1[CH:24]=[CH:25][C:26]([F:29])=[CH:27][CH:28]=1)[C:2]1[CH:7]=[CH:6][CH:5]=[CH:4][CH:3]=1. The yield is 0.960. (2) The reactants are [Cl:1][C:2]1[CH:23]=[C:22]([C:24]([F:27])([F:26])[F:25])[CH:21]=[CH:20][C:3]=1[CH2:4][N:5]1[C:9](/[CH:10]=[CH:11]/[C:12]([O:14][CH2:15][CH3:16])=[O:13])=[CH:8][C:7]([CH:17]([CH3:19])[CH3:18])=[N:6]1. The catalyst is [C].[Pd].O1CCCC1. The product is [Cl:1][C:2]1[CH:23]=[C:22]([C:24]([F:27])([F:25])[F:26])[CH:21]=[CH:20][C:3]=1[CH2:4][N:5]1[C:9]([CH2:10][CH2:11][C:12]([O:14][CH2:15][CH3:16])=[O:13])=[CH:8][C:7]([CH:17]([CH3:18])[CH3:19])=[N:6]1. The yield is 0.840. (3) The reactants are [NH2:1][C:2]1[CH:3]=[N:4][CH:5]=[CH:6][C:7]=1[C@@H:8]1[CH2:13][C@H:12]([CH3:14])[C@@:11]([CH3:16])([OH:15])[C@H:10]([OH:17])[CH2:9]1.[CH2:18]([O:25][C:26]([N:28]1[CH2:33][CH:32]=[C:31]([C:34]2[CH:39]=[C:38]([F:40])[C:37]([C:41]3[N:46]=[C:45]([C:47](O)=[O:48])[CH:44]=[CH:43][C:42]=3[F:50])=[C:36]([F:51])[CH:35]=2)[CH2:30][CH2:29]1)=[O:27])[C:19]1[CH:24]=[CH:23][CH:22]=[CH:21][CH:20]=1. No catalyst specified. The product is [OH:17][C@H:10]1[C@@:11]([OH:15])([CH3:16])[C@@H:12]([CH3:14])[CH2:13][C@@H:8]([C:7]2[CH:6]=[CH:5][N:4]=[CH:3][C:2]=2[NH:1][C:47]([C:45]2[N:46]=[C:41]([C:37]3[C:36]([F:51])=[CH:35][C:34]([C:31]4[CH2:32][CH2:33][N:28]([C:26]([O:25][CH2:18][C:19]5[CH:24]=[CH:23][CH:22]=[CH:21][CH:20]=5)=[O:27])[CH2:29][CH:30]=4)=[CH:39][C:38]=3[F:40])[C:42]([F:50])=[CH:43][CH:44]=2)=[O:48])[CH2:9]1. The yield is 0.390. (4) The reactants are C[C:2]1([CH3:10])[O:9][C:7](=[O:8])[CH2:6][C:4](=[O:5])O1.[F:11][C:12]([F:20])([F:19])[CH2:13][CH2:14]CC(O)=O.C1CCC(N=C=NC2CCCCC2)CC1. The catalyst is C(Cl)Cl.CN(C1C=CN=CC=1)C. The product is [F:11][C:12]([F:20])([F:19])[CH2:13][CH2:14][C:4](=[O:5])[CH2:6][C:7]([O:9][CH2:2][CH3:10])=[O:8]. The yield is 0.430.